From a dataset of Reaction yield outcomes from USPTO patents with 853,638 reactions. Predict the reaction yield, written as a fraction of the theoretical maximum amount of product (1.0 means a 100% yield; for example, 0.34 means a 34% yield). (1) The reactants are [CH3:1][O:2][C:3](=[O:28])[C:4]([S:19]([C:22]1[CH:27]=[CH:26][CH:25]=[CH:24][CH:23]=1)(=[O:21])=[O:20])([CH:6]1[CH2:18][C:9]2[NH:10][C:11]3[CH:12]=[CH:13][C:14]([Cl:17])=[CH:15][C:16]=3[C:8]=2[CH2:7]1)[CH3:5].C(N(CC)CC)C.[O:36](C(OC(C)(C)C)=O)[C:37]([O:39][C:40]([CH3:43])([CH3:42])[CH3:41])=O. The catalyst is C(Cl)Cl.CN(C1C=CN=CC=1)C. The product is [C:40]([O:39][C:37]([N:10]1[C:11]2[CH:12]=[CH:13][C:14]([Cl:17])=[CH:15][C:16]=2[C:8]2[CH2:7][CH:6]([C:4]([S:19]([C:22]3[CH:23]=[CH:24][CH:25]=[CH:26][CH:27]=3)(=[O:21])=[O:20])([C:3]([O:2][CH3:1])=[O:28])[CH3:5])[CH2:18][C:9]1=2)=[O:36])([CH3:43])([CH3:42])[CH3:41]. The yield is 0.940. (2) The reactants are [C:1]1([S:7]([N:10]2[C:14]3=[N:15][CH:16]=[C:17]([Cl:19])[CH:18]=[C:13]3[C:12](I)=[CH:11]2)(=[O:9])=[O:8])[CH:6]=[CH:5][CH:4]=[CH:3][CH:2]=1.C([Mg]Cl)(C)C.[C:26]([O:30][C:31](=[O:49])[N:32]([CH2:41][C:42]1[CH:47]=[CH:46][CH:45]=[CH:44][C:43]=1[F:48])[C:33]1[CH:38]=[CH:37][C:36]([CH:39]=[O:40])=[CH:35][N:34]=1)([CH3:29])([CH3:28])[CH3:27].[Cl-].[NH4+]. The catalyst is O1CCCC1. The product is [C:26]([O:30][C:31](=[O:49])[N:32]([C:33]1[CH:38]=[CH:37][C:36]([CH:39]([C:12]2[C:13]3[C:14](=[N:15][CH:16]=[C:17]([Cl:19])[CH:18]=3)[N:10]([S:7]([C:1]3[CH:6]=[CH:5][CH:4]=[CH:3][CH:2]=3)(=[O:9])=[O:8])[CH:11]=2)[OH:40])=[CH:35][N:34]=1)[CH2:41][C:42]1[CH:47]=[CH:46][CH:45]=[CH:44][C:43]=1[F:48])([CH3:29])([CH3:27])[CH3:28]. The yield is 0.410. (3) The reactants are C[O:2][C:3](=[O:13])[CH:4]([C:6]1[CH:11]=[CH:10][C:9]([Br:12])=[CH:8][CH:7]=1)[OH:5].[F:14][C:15]1[CH:20]=[CH:19][C:18]([OH:21])=[CH:17][CH:16]=1.[NH2:22][C:23]1[S:24][CH:25]=[CH:26][N:27]=1. The catalyst is C1COCC1. The product is [F:14][C:15]1[CH:20]=[CH:19][C:18]([O:5][CH:4]([C:6]2[CH:11]=[CH:10][C:9]([Br:12])=[CH:8][CH:7]=2)[C:3]([OH:2])=[O:13])=[CH:17][CH:16]=1.[Br:12][C:9]1[CH:8]=[CH:7][C:6]([CH:4]([O:21][C:18]2[CH:19]=[CH:20][C:15]([F:14])=[CH:16][CH:17]=2)[C:3]([NH:22][C:23]2[S:24][CH:25]=[CH:26][N:27]=2)=[O:13])=[CH:11][CH:10]=1. The yield is 0.580. (4) The reactants are [I-].[CH3:2][S+](C)(C)=O.[H-].[Na+].[S:9]1[C:13](/[CH:14]=[CH:15]/[C:16]([O:18][CH2:19][CH3:20])=[O:17])=[CH:12][N:11]=[CH:10]1. The catalyst is CS(C)=O. The product is [S:9]1[C:13]([C@@H:14]2[CH2:2][C@H:15]2[C:16]([O:18][CH2:19][CH3:20])=[O:17])=[CH:12][N:11]=[CH:10]1. The yield is 0.619. (5) The reactants are Br[C:2]1[CH:7]=[CH:6][N:5]2[CH:8]=[C:9]([C:11]3[CH:16]=[CH:15][C:14]([CH3:17])=[CH:13][CH:12]=3)[N:10]=[C:4]2[CH:3]=1.Cl.[CH3:19][O:20][C@@H:21]1[CH2:25][CH2:24][NH:23][CH2:22]1. No catalyst specified. The product is [CH3:19][O:20][C@@H:21]1[CH2:25][CH2:24][N:23]([C:2]2[CH:7]=[CH:6][N:5]3[CH:8]=[C:9]([C:11]4[CH:16]=[CH:15][C:14]([CH3:17])=[CH:13][CH:12]=4)[N:10]=[C:4]3[CH:3]=2)[CH2:22]1. The yield is 0.0200. (6) The reactants are Cl[C:2]1[C:3]2[N:4]([N:13]=[C:14]([CH3:16])[N:15]=2)[C:5]2[CH:11]=[C:10]([Cl:12])[CH:9]=[N:8][C:6]=2[N:7]=1.C(O)(C(F)(F)F)=O.[CH3:24][N:25]1[CH2:30][CH2:29][NH:28][CH2:27][CH2:26]1. The catalyst is CN(C=O)C. The product is [Cl:12][C:10]1[CH:9]=[N:8][C:6]2[N:7]=[C:2]([N:28]3[CH2:29][CH2:30][N:25]([CH3:24])[CH2:26][CH2:27]3)[C:3]3[N:4]([N:13]=[C:14]([CH3:16])[N:15]=3)[C:5]=2[CH:11]=1. The yield is 0.660. (7) The reactants are [CH2:1]([NH:3][C:4]([C:6]1[CH:10]=[C:9]([C:11]2[CH:16]=[C:15]([Cl:17])[C:14]([O:18][CH2:19][C:20]3[CH:25]=[CH:24][CH:23]=[CH:22][CH:21]=3)=[CH:13][C:12]=2[O:26][CH2:27][C:28]2[CH:33]=[CH:32][CH:31]=[CH:30][CH:29]=2)[O:8][N:7]=1)=[O:5])[CH3:2].[I:34]N1C(=O)CCC1=O.[N+]([O-])([O-])=O.[Ce+4].[NH4+].[N+]([O-])([O-])=O.[N+]([O-])([O-])=O.[N+]([O-])([O-])=O.[N+]([O-])([O-])=O. The catalyst is C(#N)C. The product is [CH2:1]([NH:3][C:4]([C:6]1[C:10]([I:34])=[C:9]([C:11]2[CH:16]=[C:15]([Cl:17])[C:14]([O:18][CH2:19][C:20]3[CH:25]=[CH:24][CH:23]=[CH:22][CH:21]=3)=[CH:13][C:12]=2[O:26][CH2:27][C:28]2[CH:33]=[CH:32][CH:31]=[CH:30][CH:29]=2)[O:8][N:7]=1)=[O:5])[CH3:2]. The yield is 0.770. (8) The reactants are [Br:1][C:2]1[N:7]=[CH:6][C:5]([C:8]([OH:10])=O)=[CH:4][CH:3]=1.S(Cl)(Cl)=O.[CH:15]1[CH:20]=[CH:19][CH:18]=[CH:17][CH:16]=1.[Al+3].[Cl-].[Cl-].[Cl-]. The catalyst is Cl. The product is [Br:1][C:2]1[N:7]=[CH:6][C:5]([C:8]([C:15]2[CH:20]=[CH:19][CH:18]=[CH:17][CH:16]=2)=[O:10])=[CH:4][CH:3]=1. The yield is 0.770.